From a dataset of HIV replication inhibition screening data with 41,000+ compounds from the AIDS Antiviral Screen. Binary Classification. Given a drug SMILES string, predict its activity (active/inactive) in a high-throughput screening assay against a specified biological target. (1) The compound is CCOC(=O)C1=NC(c2ccccc2)(c2ccccc2)OC1=C(Cl)Cl. The result is 0 (inactive). (2) The drug is COc1cc2c3c(cccc3c1)C(=O)N(CCN1CCCC1)C2=O. The result is 0 (inactive). (3) The result is 0 (inactive). The drug is CCOC(=O)CC(c1ccccc1)C(C)(C(=O)OCC)C(=O)OCC. (4) The drug is Clc1cccc(C2SCc3nc4ccccc4n32)c1Cl. The result is 0 (inactive).